From a dataset of Full USPTO retrosynthesis dataset with 1.9M reactions from patents (1976-2016). Predict the reactants needed to synthesize the given product. (1) The reactants are: [O:1]1[CH:5]=[CH:4][CH:3]=[C:2]1[C:6]1[CH:11]=[CH:10][C:9](/[C:12](/[CH3:19])=[CH:13]/[C:14](OCC)=[O:15])=[CH:8][CH:7]=1.CC(C[AlH]CC(C)C)C. Given the product [O:1]1[CH:5]=[CH:4][CH:3]=[C:2]1[C:6]1[CH:11]=[CH:10][C:9](/[C:12](/[CH3:19])=[CH:13]/[CH2:14][OH:15])=[CH:8][CH:7]=1, predict the reactants needed to synthesize it. (2) The reactants are: [CH:1]1([CH2:4][N:5]2[C:10](=[O:11])[C:9]([CH2:12]OS(C)(=O)=O)=[CH:8][C:7]([C:18]3[CH:23]=[CH:22][C:21]([O:24][CH3:25])=[C:20]([F:26])[CH:19]=3)=[N:6]2)[CH2:3][CH2:2]1.[CH3:27][NH2:28].C(O)C. Given the product [CH:1]1([CH2:4][N:5]2[C:10](=[O:11])[C:9]([CH2:12][NH:28][CH3:27])=[CH:8][C:7]([C:18]3[CH:23]=[CH:22][C:21]([O:24][CH3:25])=[C:20]([F:26])[CH:19]=3)=[N:6]2)[CH2:3][CH2:2]1, predict the reactants needed to synthesize it.